The task is: Predict the product of the given reaction.. This data is from Forward reaction prediction with 1.9M reactions from USPTO patents (1976-2016). (1) The product is: [CH3:23][N:6]1[CH2:7][CH:1]2[CH2:8][C:5]1([C:9]1[NH:13][C:12]3[CH:14]=[CH:15][CH:16]=[C:17]([C:18]([NH2:20])=[O:19])[C:11]=3[N:10]=1)[CH2:4][CH2:3][CH2:2]2. Given the reactants [CH:1]12[CH2:8][C:5]([C:9]3[NH:13][C:12]4[CH:14]=[CH:15][CH:16]=[C:17]([C:18]([NH2:20])=[O:19])[C:11]=4[N:10]=3)([NH:6][CH2:7]1)[CH2:4][CH2:3][CH2:2]2.C=O.[C:23]([BH3-])#N.[Na+], predict the reaction product. (2) The product is: [O:8]1[CH2:9][CH2:10][CH:6]([N:22]2[CH:23]=[C:19]([B:14]3[O:13][C:12]([CH3:24])([CH3:11])[C:16]([CH3:18])([CH3:17])[O:15]3)[CH:20]=[N:21]2)[CH2:7]1. Given the reactants CS(O[CH:6]1[CH2:10][CH2:9][O:8][CH2:7]1)(=O)=O.[CH3:11][C:12]1([CH3:24])[C:16]([CH3:18])([CH3:17])[O:15][B:14]([C:19]2[CH:20]=[N:21][NH:22][CH:23]=2)[O:13]1.[H-].[Na+], predict the reaction product. (3) Given the reactants [NH2:1][C@@H:2]1[CH2:7][CH2:6][N:5]([C:8]([O:10][C:11]([CH3:14])([CH3:13])[CH3:12])=[O:9])[CH2:4][C@H:3]1[OH:15].C(N(CC)CC)C.[CH2:23]([O:30][C:31](ON1C(=O)CCC1=O)=[O:32])[C:24]1[CH:29]=[CH:28][CH:27]=[CH:26][CH:25]=1, predict the reaction product. The product is: [CH2:23]([O:30][C:31]([NH:1][C@@H:2]1[CH2:7][CH2:6][N:5]([C:8]([O:10][C:11]([CH3:12])([CH3:14])[CH3:13])=[O:9])[CH2:4][C@H:3]1[OH:15])=[O:32])[C:24]1[CH:29]=[CH:28][CH:27]=[CH:26][CH:25]=1. (4) Given the reactants [CH3:1][O:2][C:3]1[CH:27]=[CH:26][C:6]([CH2:7][NH:8][C:9]2[S:17][C:16]3[C:11](=[N:12][CH:13]=[C:14]([N+:18]([O-])=O)[CH:15]=3)[C:10]=2[C:21]([O:23][CH2:24][CH3:25])=[O:22])=[CH:5][CH:4]=1, predict the reaction product. The product is: [NH2:18][C:14]1[CH:15]=[C:16]2[S:17][C:9]([NH:8][CH2:7][C:6]3[CH:5]=[CH:4][C:3]([O:2][CH3:1])=[CH:27][CH:26]=3)=[C:10]([C:21]([O:23][CH2:24][CH3:25])=[O:22])[C:11]2=[N:12][CH:13]=1. (5) Given the reactants [CH3:1][C:2]([CH3:30])([CH3:29])[C:3](=[O:28])[CH2:4][O:5][C:6]1[CH:11]=[CH:10][C:9]([C:12]([C:17]2[S:21][C:20]([S:22]([NH2:25])(=[O:24])=[O:23])=[C:19]([CH3:26])[CH:18]=2)([CH2:15][CH3:16])[CH2:13][CH3:14])=[CH:8][C:7]=1[CH3:27].[CH3:31][O:32][CH2:33][C:34](O)=[O:35], predict the reaction product. The product is: [CH3:31][O:32][CH2:33][C:34]([NH:25][S:22]([C:20]1[S:21][C:17]([C:12]([C:9]2[CH:10]=[CH:11][C:6]([O:5][CH2:4][C:3](=[O:28])[C:2]([CH3:1])([CH3:29])[CH3:30])=[C:7]([CH3:27])[CH:8]=2)([CH2:13][CH3:14])[CH2:15][CH3:16])=[CH:18][C:19]=1[CH3:26])(=[O:24])=[O:23])=[O:35]. (6) Given the reactants Br[CH2:2][CH2:3][O:4][CH3:5].[OH:6][C@@H:7]1[CH2:11][CH2:10][N:9]([C:12]([C:14]2[S:22][C:21]3[C:16](=[N:17][CH:18]=[CH:19][C:20]=3[Cl:23])[CH:15]=2)=[O:13])[CH2:8]1, predict the reaction product. The product is: [Cl:23][C:20]1[CH:19]=[CH:18][N:17]=[C:16]2[CH:15]=[C:14]([C:12]([N:9]3[CH2:10][CH2:11][C@H:7]([O:6][CH2:2][CH2:3][O:4][CH3:5])[CH2:8]3)=[O:13])[S:22][C:21]=12. (7) The product is: [Cl:24][C:21]1[CH:20]=[CH:19][C:18]([C:12]2[C:11]3[CH2:10][CH2:9][NH:8][CH2:17][CH2:16][C:15]=3[N:14]([CH2:32][C:31]3[CH:34]=[CH:35][C:28]([N+:25]([O-:27])=[O:26])=[CH:29][CH:30]=3)[N:13]=2)=[CH:23][CH:22]=1. Given the reactants C(OC([N:8]1[CH2:17][CH2:16][C:15]2[NH:14][N:13]=[C:12]([C:18]3[CH:23]=[CH:22][C:21]([Cl:24])=[CH:20][CH:19]=3)[C:11]=2[CH2:10][CH2:9]1)=O)(C)(C)C.[N+:25]([C:28]1[CH:35]=[CH:34][C:31]([CH2:32]Br)=[CH:30][CH:29]=1)([O-:27])=[O:26], predict the reaction product. (8) Given the reactants [Cl:1][C:2]1[CH:24]=[CH:23][C:5]([CH2:6][NH:7][C:8]([C:10]2[C:11](=[O:22])[C:12]3[S:19][C:18]([CH2:20]Cl)=[CH:17][C:13]=3[N:14]([CH3:16])[CH:15]=2)=[O:9])=[CH:4][CH:3]=1.[NH:25]1[C:33]2[C:28](=[CH:29][CH:30]=[CH:31][CH:32]=2)[C:27]([CH:34]([OH:38])[CH2:35][NH:36][CH3:37])=[CH:26]1.C(N(C(C)C)CC)(C)C, predict the reaction product. The product is: [Cl:1][C:2]1[CH:24]=[CH:23][C:5]([CH2:6][NH:7][C:8]([C:10]2[C:11](=[O:22])[C:12]3[S:19][C:18]([CH2:20][N:36]([CH2:35][CH:34]([OH:38])[C:27]4[C:28]5[C:33](=[CH:32][CH:31]=[CH:30][CH:29]=5)[NH:25][CH:26]=4)[CH3:37])=[CH:17][C:13]=3[N:14]([CH3:16])[CH:15]=2)=[O:9])=[CH:4][CH:3]=1. (9) Given the reactants N1(C2N=CC(N)=CC=2)CCOCC1.CN1CCN(CCOC2C=CC(N)=CC=2)CC1.FC(F)(F)C(O)=O.[CH3:38][O:39][C:40]1[CH:45]=[CH:44][CH:43]=[CH:42][C:41]=1[C:46]1[N:54]2[C:49]([CH:50]=[N:51][C:52]([NH:55][C:56]3[CH:61]=[CH:60][C:59]([O:62][CH2:63][CH2:64][N:65]4[CH2:70][CH2:69][N:68]([CH3:71])[CH2:67][CH2:66]4)=[CH:58][CH:57]=3)=[N:53]2)=[CH:48][CH:47]=1, predict the reaction product. The product is: [CH3:38][O:39][C:40]1[CH:45]=[CH:44][CH:43]=[CH:42][C:41]=1[C:46]1[N:54]2[C:49]([CH:50]=[N:51][C:52]([NH:55][C:56]3[CH:57]=[CH:58][C:59]([O:62][CH2:63][CH2:64][N:65]4[CH2:66][CH2:67][N:68]([CH3:71])[CH2:69][CH2:70]4)=[CH:60][CH:61]=3)=[N:53]2)=[CH:48][CH:47]=1. (10) Given the reactants [CH2:1]([N:3](CC)CC)C.Cl.CN.Cl[S:12]([C:15]1[CH:23]=[CH:22][C:18]([C:19]([OH:21])=[O:20])=[CH:17][CH:16]=1)(=[O:14])=[O:13], predict the reaction product. The product is: [CH3:1][NH:3][S:12]([C:15]1[CH:23]=[CH:22][C:18]([C:19]([OH:21])=[O:20])=[CH:17][CH:16]=1)(=[O:14])=[O:13].